This data is from Experimentally validated miRNA-target interactions with 360,000+ pairs, plus equal number of negative samples. The task is: Binary Classification. Given a miRNA mature sequence and a target amino acid sequence, predict their likelihood of interaction. (1) The protein sequence of the target gene is MKVTVCFGRTRVVVPCGDGHMKVFSLIQQAVTRYRKAIAKDPNYWIQVHRLEHGDGGILDLDDILCDVADDKDRLVAVFDEQDPHHGGDGTSASSTGTQSPEIFGSELGTNNVSAFQPYQATSEIEVTPSVLRANMPLHVRRSSDPALIGLSTSVSDSNFSSEEPSRKNPTRWSTTAGFLKQNTAGSPKTCDRKKDENYRSLPRDTSNWSNQFQRDNARSSLSASHPMVGKWLEKQEQDEDGTEEDNSRVEPVGHADTGLEHIPNFSLDDMVKLVEVPNDGGPLGIHVVPFSARGGRTLG.... The miRNA is hsa-miR-520h with sequence ACAAAGUGCUUCCCUUUAGAGU. Result: 1 (interaction). (2) The miRNA is hsa-miR-372-5p with sequence CCUCAAAUGUGGAGCACUAUUCU. The protein sequence of the target gene is MLSEVLLVSAPGKVILHGEHAVVHGKVALAVSLNLRTFLRLQPHSNGKVDLSLPNIGIKRAWDVARLQSLDTSFLEQGDVTTPTSEQVEKLKEVAGLPDDCAVTERLAVLAFLYLYLSICRKQRALPSLDIVVWSELPPGAGLGSSAAYSVCLAAALLTVCEEIPNPLKDGDCVNRWTKEDLELINKWAFQGERMIHGNPSGVDNAVSTWGGALRYHQGKISSLKRSPALQILLTNTKVPRNTRALVAGVRNRLLKFPEIVAPLLTSIDAISLECERVLGEMGEAPAPEQYLVLEELIDM.... Result: 0 (no interaction). (3) Result: 1 (interaction). The miRNA is mmu-miR-149-5p with sequence UCUGGCUCCGUGUCUUCACUCCC. The protein sequence of the target gene is MYGKGKSNSSAVPSDSQAREKLALYVYEYLLHVGAQKSAQTFLSEIRWEKNITLGEPPGFLHSWWCVFWDLYCAAPERRETCEHSSEAKAFHDYSAAAAPSPVLGNMPPGDGMPVGPVPPGFFQPFMSPRYPGGPRPPLRIPNQALGGVPGSQPLLPSGMDPTRQQGHPNMGGPMQRMTPPRGMVPLGPQNYGGAMRPPLNALGGPGMPGMNMGPGGGRPWPNPTNANSIPYSSASPGNYVGPPGGGGPPGTPIMPSPADSTNSGDNMYTLMNAVPPGPNRPNFPMGPGSDGPMGGLGGM.... (4) The miRNA is hsa-miR-518c-5p with sequence UCUCUGGAGGGAAGCACUUUCUG. The protein sequence of the target gene is MASSETEIRWAEPGLGKGPQRRRWAWAEDKRDVDRSSSQSWEEERLFPNATSPELLEDFRLAQQHLPPLEWDPHPQPDGHQDSESGETSGEEAEAEDVDSPASSHEPLAWLPQQGRQLDMTEEEPDGTLGSLEVEEAGESSSRLGYEAGLSLEGHGNTSPMALGHGQARGWVASGEQASGDKLSEHSEVNPSVELSPARSWSSGTVSLDHPSDSLDSTWEGETDGPQPTALAETLPEGPSHHLLSPDGRTGGSVARATPMEFQDSSAPPAQSPQHATDRWRRETTRFFCPQPKEHIWKQT.... Result: 0 (no interaction). (5) The miRNA is mmu-miR-100-5p with sequence AACCCGUAGAUCCGAACUUGUG. The protein sequence of the target gene is MSCTRMIHVLDPRPLTSSVMPVDMAMRICLAHSPPLKSFLGPYNGFQRRNFVNKLKPLKPCLSVKQEAKSQSEWKSPHNQAKKRVVFADSKGLSLTAIHVFSDLPEEPAWDLQFDLLDLNDISSSLKLHEEKNLVFDFPQPSTDYLSFRDRFQKNFVCLENCSLQDRTVTGTVKVKNVSFEKKVQVRITFDTWKTYTDVDCVYMKNVYSSSDSDTFSFAIDLPRVIPTEEKIEFCISYHANGRIFWDNNEGQNYRIVHVQWKPDGVQTQVAPKDCAFQQGPPKTEIEPTVFGSPRLASGL.... Result: 0 (no interaction).